This data is from Reaction yield outcomes from USPTO patents with 853,638 reactions. The task is: Predict the reaction yield, written as a fraction of the theoretical maximum amount of product (1.0 means a 100% yield; for example, 0.34 means a 34% yield). (1) The catalyst is CC(O)=O. The reactants are [N+:1]([C:4]1[CH:9]=[CH:8][C:7]([NH2:10])=[CH:6][CH:5]=1)([O-:3])=[O:2].[Br:11]Br. The yield is 0.720. The product is [Br:11][C:8]1[CH:9]=[C:4]([N+:1]([O-:3])=[O:2])[CH:5]=[CH:6][C:7]=1[NH2:10]. (2) The reactants are CC1C=CC(S(O[CH2:12][CH2:13][CH2:14][C:15]2[C:23]3[C:18](=[CH:19][CH:20]=[CH:21][CH:22]=3)[NH:17][CH:16]=2)(=O)=O)=CC=1.[CH3:24][O:25][C:26]1[CH:31]=[C:30]([O:32][CH3:33])[N:29]=[C:28]([N:34]2[CH2:39][CH2:38][NH:37][CH2:36][CH2:35]2)[N:27]=1.C(=O)([O-])[O-].[K+].[K+].[I-].[K+]. The catalyst is C(#N)C. The product is [CH3:24][O:25][C:26]1[CH:31]=[C:30]([O:32][CH3:33])[N:29]=[C:28]([N:34]2[CH2:35][CH2:36][N:37]([CH2:12][CH2:13][CH2:14][C:15]3[C:23]4[C:18](=[CH:19][CH:20]=[CH:21][CH:22]=4)[NH:17][CH:16]=3)[CH2:38][CH2:39]2)[N:27]=1. The yield is 0.700. (3) The reactants are Br[C:2]1[CH:7]=[C:6]([CH3:8])[CH:5]=[CH:4][C:3]=1[NH:9][C:10](=[O:28])[O:11][CH2:12][CH2:13][CH2:14][CH2:15][CH2:16][CH2:17][CH2:18][CH2:19][CH2:20][CH2:21][CH2:22][CH2:23][CH2:24][CH2:25][CH2:26][CH3:27].O=O.[C:31](=O)([O-:33])[O-:32].[K+].[K+]. The product is [CH2:12]([O:11][C:10]([NH:9][C:3]1[CH:4]=[CH:5][C:6]([CH3:8])=[CH:7][C:2]=1[C:31]([OH:33])=[O:32])=[O:28])[CH2:13][CH2:14][CH2:15][CH2:16][CH2:17][CH2:18][CH2:19][CH2:20][CH2:21][CH2:22][CH2:23][CH2:24][CH2:25][CH2:26][CH3:27]. The yield is 0.770. The catalyst is O.Cl[Pd](Cl)([P](C1C=CC=CC=1)(C1C=CC=CC=1)C1C=CC=CC=1)[P](C1C=CC=CC=1)(C1C=CC=CC=1)C1C=CC=CC=1.C1(P(C2C=CC=CC=2)C2C=CC=CC=2)C=CC=CC=1.